The task is: Predict which catalyst facilitates the given reaction.. This data is from Catalyst prediction with 721,799 reactions and 888 catalyst types from USPTO. (1) Reactant: [NH2:1][CH:2]([C:13]1[CH:18]=[CH:17][CH:16]=[CH:15][CH:14]=1)[C:3]([NH:5][C:6]1[CH:11]=[CH:10][C:9]([Br:12])=[CH:8][CH:7]=1)=[O:4].[CH3:19][O:20][C:21]1[CH:26]=[CH:25][C:24]([N+:27]([O-:29])=[O:28])=[CH:23][C:22]=1[N:30]=[C:31]=[O:32]. Product: [CH3:19][O:20][C:21]1[CH:26]=[CH:25][C:24]([N+:27]([O-:29])=[O:28])=[CH:23][C:22]=1[NH:30][C:31](=[O:32])[NH:1][CH:2]([C:13]1[CH:18]=[CH:17][CH:16]=[CH:15][CH:14]=1)[C:3]([NH:5][C:6]1[CH:11]=[CH:10][C:9]([Br:12])=[CH:8][CH:7]=1)=[O:4]. The catalyst class is: 4. (2) Reactant: [Cl:1][C:2]1[CH:3]=[C:4]([CH:9]=[C:10]([C:14]#[N:15])[C:11]=1[O:12][CH3:13])[C:5]([O:7]C)=[O:6].O.[OH-].[Li+]. Product: [Cl:1][C:2]1[CH:3]=[C:4]([CH:9]=[C:10]([C:14]#[N:15])[C:11]=1[O:12][CH3:13])[C:5]([OH:7])=[O:6]. The catalyst class is: 30. (3) Reactant: CS(O[CH:6]([CH:18]1[CH2:20][CH2:19]1)[CH2:7][CH2:8][C:9]1[CH:14]=[CH:13][CH:12]=[CH:11][C:10]=1[N+:15]([O-:17])=[O:16])(=O)=O.[OH-].[K+]. Product: [N+:15]([C:10]1[CH:11]=[CH:12][CH:13]=[CH:14][C:9]=1[CH:8]1[CH2:7][CH:6]1[CH:18]1[CH2:20][CH2:19]1)([O-:17])=[O:16]. The catalyst class is: 9. (4) Reactant: [CH2:1]([C:3]1[C:7]([C:8](OCC)=[O:9])=[C:6]([CH3:13])[O:5][N:4]=1)[CH3:2].[H-].[H-].[H-].[H-].[Li+].[Al+3].O. Product: [CH2:1]([C:3]1[C:7]([CH2:8][OH:9])=[C:6]([CH3:13])[O:5][N:4]=1)[CH3:2]. The catalyst class is: 1. (5) Reactant: [CH:1]1([CH3:11])[CH2:6][CH2:5][CH:4]([CH:7]([CH3:9])[CH3:8])[CH:3]([OH:10])[CH2:2]1.[C:12](OC=C)(=[O:14])[CH3:13]. Product: [C:12]([O:10][CH:3]1[CH:4]([CH:7]([CH3:8])[CH3:9])[CH2:5][CH2:6][CH:1]([CH3:11])[CH2:2]1)(=[O:14])[CH3:13].[CH:1]1([CH3:11])[CH2:6][CH2:5][CH:4]([CH:7]([CH3:8])[CH3:9])[CH:3]([OH:10])[CH2:2]1. The catalyst class is: 194.